From a dataset of Full USPTO retrosynthesis dataset with 1.9M reactions from patents (1976-2016). Predict the reactants needed to synthesize the given product. (1) Given the product [CH3:13][NH:14][C:15]([C:17]1[CH:22]=[C:21]([O:12][C:10]2[CH:9]=[CH:8][C:6]3[N:7]=[C:3]([S:2][CH3:1])[S:4][C:5]=3[CH:11]=2)[CH:20]=[CH:19][N:18]=1)=[O:16], predict the reactants needed to synthesize it. The reactants are: [CH3:1][S:2][C:3]1[S:4][C:5]2[CH:11]=[C:10]([OH:12])[CH:9]=[CH:8][C:6]=2[N:7]=1.[CH3:13][NH:14][C:15]([C:17]1[CH:22]=[C:21](Cl)[CH:20]=[CH:19][N:18]=1)=[O:16].O. (2) Given the product [CH3:3][CH:2]([C@H:4]([NH2:23])[C:5]([O:7][CH2:8][CH2:9][O:10][CH2:11][N:12]1[C:16]2[NH:17][C:18]([NH2:22])=[N:19][C:20](=[O:21])[C:15]=2[N:14]=[CH:13]1)=[O:6])[CH3:1].[ClH:24].[NH2:49][C@H:30]([C:31]([OH:33])=[O:32])[CH3:28], predict the reactants needed to synthesize it. The reactants are: [CH3:1][CH:2]([C@H:4]([NH2:23])[C:5]([O:7][CH2:8][CH2:9][O:10][CH2:11][N:12]1[C:16]2[NH:17][C:18]([NH2:22])=[N:19][C:20](=[O:21])[C:15]=2[N:14]=[CH:13]1)=[O:6])[CH3:3].[ClH:24].O.Cl.C[CH:28]([C@H:30]([NH2:49])[C:31]([O:33]CCOCN1C2NC(N)=NC(=O)C=2N=C1)=[O:32])C. (3) The reactants are: [O:1]1[C:5]2[CH:6]=[CH:7][C:8]([C:10]3[S:11][CH:12]=[C:13]([C:15]([OH:17])=O)[N:14]=3)=[CH:9][C:4]=2[CH2:3][CH2:2]1.Br.NC1NC2C=CC(C([C:31]3[CH:35]=[CH:34][S:33][CH:32]=3)=O)=CC=2N=1.F[P-](F)(F)(F)(F)F.[N:43]1(OC(N(C)C)=[N+](C)C)[C:47]2[CH:48]=[CH:49][CH:50]=[CH:51][C:46]=2[N:45]=N1.C([N:63]([CH2:67]C)C(C)C)(C)C.CN(C)[CH:71]=[O:72]. Given the product [O:1]1[C:5]2[CH:6]=[CH:7][C:8]([C:10]3[S:11][CH:12]=[C:13]([C:15]([NH:63][C:67]4[NH:45][C:46]5[CH:51]=[CH:50][C:49]([C:71]([C:34]6[S:33][CH:32]=[CH:31][CH:35]=6)=[O:72])=[CH:48][C:47]=5[N:43]=4)=[O:17])[N:14]=3)=[CH:9][C:4]=2[CH2:3][CH2:2]1, predict the reactants needed to synthesize it. (4) Given the product [CH2:1]([O:3][C:4]([C:6]1([NH:15][C:16]([C:18]2[CH:27]=[C:26]([F:28])[C:25]3[C:20](=[CH:21][CH:22]=[CH:23][CH:24]=3)[C:19]=2[O:29][CH:30]2[CH2:33][CH2:32][CH2:31]2)=[O:17])[CH2:7][C:8]2[C:13](=[CH:12][CH:11]=[CH:10][CH:9]=2)[CH2:14]1)=[O:5])[CH3:2], predict the reactants needed to synthesize it. The reactants are: [CH2:1]([O:3][C:4]([C:6]1([NH:15][C:16]([C:18]2[CH:27]=[C:26]([F:28])[C:25]3[C:20](=[CH:21][CH:22]=[CH:23][CH:24]=3)[C:19]=2[OH:29])=[O:17])[CH2:14][C:13]2[C:8](=[CH:9][CH:10]=[CH:11][CH:12]=2)[CH2:7]1)=[O:5])[CH3:2].[CH:30]1(O)[CH2:33][CH2:32][CH2:31]1.